From a dataset of Full USPTO retrosynthesis dataset with 1.9M reactions from patents (1976-2016). Predict the reactants needed to synthesize the given product. (1) Given the product [ClH:16].[NH:4]1[CH2:5][CH2:6][CH2:7][CH2:8][C@@H:3]1[CH2:2][NH2:1], predict the reactants needed to synthesize it. The reactants are: [NH2:1][CH2:2][C@H:3]1[CH2:8][CH2:7][CH2:6][CH2:5][N:4]1C(OC(C)(C)C)=O.[ClH:16]. (2) Given the product [CH:1]1([C:4]2[C:9]([CH:10]=[O:22])=[CH:8][CH:7]=[CH:6][N:5]=2)[CH2:3][CH2:2]1, predict the reactants needed to synthesize it. The reactants are: [CH:1]1([C:4]2[C:9]([C:10]#N)=[CH:8][CH:7]=[CH:6][N:5]=2)[CH2:3][CH2:2]1.CC(C[AlH]CC(C)C)C.Cl.[OH-:22].[Na+]. (3) Given the product [N:1]1[CH:2]=[CH:3][C:4]([C:7]2[C:15]3[C:10](=[CH:11][CH:12]=[C:13]([NH:16][C:17]([C:19]4[CH:20]=[CH:21][C:22]([C:23]([OH:25])=[O:24])=[CH:27][CH:28]=4)=[O:18])[CH:14]=3)[NH:9][N:8]=2)=[CH:5][CH:6]=1, predict the reactants needed to synthesize it. The reactants are: [N:1]1[CH:6]=[CH:5][C:4]([C:7]2[C:15]3[C:10](=[CH:11][CH:12]=[C:13]([NH:16][C:17]([C:19]4[CH:28]=[CH:27][C:22]([C:23]([O:25]C)=[O:24])=[CH:21][CH:20]=4)=[O:18])[CH:14]=3)[NH:9][N:8]=2)=[CH:3][CH:2]=1.O.[OH-].[Li+]. (4) Given the product [Br:24][CH2:25]/[CH:26]=[CH:27]/[C:28]([NH:20][C:17]1[CH:18]=[C:19]2[C:14](=[CH:15][C:16]=1[O:21][CH2:22][CH3:23])[N:13]=[CH:12][N:11]=[C:10]2[NH:9][C:4]1[CH:5]=[CH:6][C:7]([F:8])=[C:2]([Cl:1])[CH:3]=1)=[O:29], predict the reactants needed to synthesize it. The reactants are: [Cl:1][C:2]1[CH:3]=[C:4]([NH:9][C:10]2[C:19]3[C:14](=[CH:15][C:16]([O:21][CH2:22][CH3:23])=[C:17]([NH2:20])[CH:18]=3)[N:13]=[CH:12][N:11]=2)[CH:5]=[CH:6][C:7]=1[F:8].[Br:24][CH2:25]/[CH:26]=[CH:27]/[C:28](Cl)=[O:29].O. (5) Given the product [ClH:47].[CH3:8][NH:7][CH2:9][C:10]1[CH:14]=[C:13]([C:15]2[CH:20]=[CH:19][CH:18]=[CH:17][CH:16]=2)[N:12]([S:21]([C:24]2[CH:25]=[N:26][CH:27]=[C:28]([CH:29]=2)[C:41]([O:44][CH3:45])=[O:43])(=[O:22])=[O:23])[CH:11]=1, predict the reactants needed to synthesize it. The reactants are: C(OC(=O)[N:7]([CH2:9][C:10]1[CH:14]=[C:13]([C:15]2[CH:20]=[CH:19][CH:18]=[CH:17][CH:16]=2)[N:12]([S:21]([C:24]2[CH:25]=[N:26][CH:27]=[C:28](Br)[CH:29]=2)(=[O:23])=[O:22])[CH:11]=1)[CH3:8])(C)(C)C.C(N(CC)CC)C.CO.[C:41]([O:44][CH2:45]C)(=[O:43])C.[ClH:47]. (6) Given the product [CH3:38][N:36]([CH3:37])[N:4]1[C:22]2([CH2:27][CH2:26][O:25][CH2:24][CH2:23]2)[CH2:21][C:7]2[NH:8][C:9]3[CH:15]=[CH:14][C:13]([O:16][C:17]([F:18])([F:20])[F:19])=[CH:12][C:10]=3[S:11][C:6]=2[C:29]1=[O:32], predict the reactants needed to synthesize it. The reactants are: CI.N[N:4]1[C:22]2([CH2:27][CH2:26][O:25][CH2:24][CH2:23]2)[CH2:21][C:7]2[NH:8][C:9]3[CH:15]=[CH:14][C:13]([O:16][C:17]([F:20])([F:19])[F:18])=[CH:12][C:10]=3[S:11][C:6]=2C1=O.[C:29]([O-:32])([O-])=O.[K+].[K+].C[N:36]([CH:38]=O)[CH3:37]. (7) Given the product [Br:1][C:2]1[CH:3]=[CH:4][C:5]([C:8]([CH3:13])([CH3:14])[C:9]([N:16]([O:17][CH3:18])[CH3:15])=[O:10])=[CH:6][CH:7]=1, predict the reactants needed to synthesize it. The reactants are: [Br:1][C:2]1[CH:7]=[CH:6][C:5]([C:8]([CH3:14])([CH3:13])[C:9](OC)=[O:10])=[CH:4][CH:3]=1.[CH3:15][NH:16][O:17][CH3:18].C([Mg]Cl)(C)C.[Cl-].[NH4+].